This data is from Forward reaction prediction with 1.9M reactions from USPTO patents (1976-2016). The task is: Predict the product of the given reaction. (1) The product is: [F:33][C:11]([F:32])([C:8]1[N:6]2[CH:7]=[C:2]([C:38]3[CH:37]=[N:36][N:35]([CH3:34])[CH:39]=3)[CH:3]=[CH:4][C:5]2=[N:10][N:9]=1)[C:12]1[CH:13]=[CH:14][C:15]2[N:16]([CH:18]=[C:19]([NH:21][C:27]([CH:29]3[CH2:31][CH2:30]3)=[O:28])[N:20]=2)[N:17]=1.[ClH:56].[F:33][C:11]([F:32])([C:8]1[N:6]2[CH:7]=[C:2]([C:38]3[CH:37]=[N:36][N:35]([CH3:34])[CH:39]=3)[CH:3]=[CH:4][C:5]2=[N:10][N:9]=1)[C:12]1[CH:13]=[CH:14][C:15]2[N:16]([CH:18]=[C:19]([NH:21][C:22]([CH:24]3[CH2:26][CH2:25]3)=[O:23])[N:20]=2)[N:17]=1. Given the reactants Br[C:2]1[CH:3]=[CH:4][C:5]2[N:6]([C:8]([C:11]([F:33])([F:32])[C:12]3[CH:13]=[CH:14][C:15]4[N:16]([CH:18]=[C:19]([N:21]([C:27]([CH:29]5[CH2:31][CH2:30]5)=[O:28])[C:22]([CH:24]5[CH2:26][CH2:25]5)=[O:23])[N:20]=4)[N:17]=3)=[N:9][N:10]=2)[CH:7]=1.[CH3:34][N:35]1[CH:39]=[C:38](B2OC(C)(C)C(C)(C)O2)[CH:37]=[N:36]1.C([O-])([O-])=O.[Na+].[Na+].C(Cl)[Cl:56], predict the reaction product. (2) Given the reactants ClC(OCC)=O.[NH:7]([C:18]([O:20][C:21]([CH3:24])([CH3:23])[CH3:22])=[O:19])[C@H:8]([C:10]([NH:12][C@H:13]([C:15]([OH:17])=O)[CH3:14])=[O:11])[CH3:9].CCN(C(C)C)C(C)C.[NH2:34][CH2:35][C:36](=[C:38]1[CH2:43][CH2:42][CH2:41][N:40]([C:44]2[C:53]([O:54][CH3:55])=[C:52]3[C:47]([C:48](=[O:62])[C:49]([C:59]([OH:61])=[O:60])=[CH:50][N:51]3[CH:56]3[CH2:58][CH2:57]3)=[CH:46][C:45]=2[F:63])[CH2:39]1)[F:37], predict the reaction product. The product is: [C:21]([O:20][C:18]([NH:7][C@@H:8]([CH3:9])[C:10]([NH:12][C@@H:13]([CH3:14])[C:15]([NH:34][CH2:35][C:36](=[C:38]1[CH2:43][CH2:42][CH2:41][N:40]([C:44]2[C:53]([O:54][CH3:55])=[C:52]3[C:47]([C:48](=[O:62])[C:49]([C:59]([OH:61])=[O:60])=[CH:50][N:51]3[CH:56]3[CH2:58][CH2:57]3)=[CH:46][C:45]=2[F:63])[CH2:39]1)[F:37])=[O:17])=[O:11])=[O:19])([CH3:24])([CH3:23])[CH3:22]. (3) Given the reactants [CH:1]([C:4]1[CH:9]=[CH:8][C:7]([C:10]2[N:11]=[C:12]([NH:15][CH2:16][C:17]3[S:18][CH:19]=[CH:20][CH:21]=3)[S:13][CH:14]=2)=[CH:6][CH:5]=1)([CH3:3])[CH3:2].[C:22]([O:26][C:27](=[O:33])[CH2:28][S:29](Cl)(=[O:31])=[O:30])([CH3:25])([CH3:24])[CH3:23], predict the reaction product. The product is: [C:22]([O:26][C:27](=[O:33])[CH2:28][S:29](=[O:30])(=[O:31])[N:15]([C:12]1[S:13][CH:14]=[C:10]([C:7]2[CH:6]=[CH:5][C:4]([CH:1]([CH3:3])[CH3:2])=[CH:9][CH:8]=2)[N:11]=1)[CH2:16][C:17]1[S:18][CH:19]=[CH:20][CH:21]=1)([CH3:25])([CH3:23])[CH3:24].